Dataset: Forward reaction prediction with 1.9M reactions from USPTO patents (1976-2016). Task: Predict the product of the given reaction. (1) Given the reactants [O:1]=[C:2]1[C:7]2[C:8]([C:18]3[CH:23]=[CH:22][C:21]([S:24]([NH2:27])(=[O:26])=[O:25])=[CH:20][CH:19]=3)=[N:9][N:10]([CH:11]3[CH2:16][CH2:15][C:14](=[O:17])[CH2:13][CH2:12]3)[C:6]=2[CH:5]=[CH:4][NH:3]1.Cl, predict the reaction product. The product is: [OH:17][C:14]1([C:11]2[CH:16]=[CH:15][CH:14]=[CH:13][CH:12]=2)[CH2:13][CH2:12][CH:11]([N:10]2[C:6]3[CH:5]=[CH:4][NH:3][C:2](=[O:1])[C:7]=3[C:8]([C:18]3[CH:23]=[CH:22][C:21]([S:24]([NH2:27])(=[O:26])=[O:25])=[CH:20][CH:19]=3)=[N:9]2)[CH2:16][CH2:15]1. (2) The product is: [CH3:7][C:6]1([CH3:8])[CH2:5][CH:4]([CH3:10])[CH2:3][CH:2]([OH:1])[CH2:9]1. Given the reactants [O:1]=[C:2]1[CH2:9][C:6]([CH3:8])([CH3:7])[CH2:5][C:4]([CH3:10])=[CH:3]1.[H][H], predict the reaction product. (3) Given the reactants [C:1]([O:5][C:6]([N:8]1[CH2:12][CH2:11][C@@H:10]([OH:13])[CH2:9]1)=[O:7])([CH3:4])([CH3:3])[CH3:2].[OH-].[Na+].[CH2:16](Cl)[C:17]1[CH:22]=[CH:21][CH:20]=[CH:19][CH:18]=1, predict the reaction product. The product is: [C:1]([O:5][C:6]([N:8]1[CH2:12][CH2:11][C@@H:10]([O:13][CH2:16][C:17]2[CH:22]=[CH:21][CH:20]=[CH:19][CH:18]=2)[CH2:9]1)=[O:7])([CH3:4])([CH3:2])[CH3:3]. (4) The product is: [F:1][C:2]1[CH:8]=[CH:7][C:5](/[N:6]=[C:12]2/[CH:13]=[C:14]([NH:19][CH2:18][C:20]([O:22][CH2:23][CH3:24])=[O:21])[CH2:15][CH2:10][CH2:11]/2)=[CH:4][CH:3]=1. Given the reactants [F:1][C:2]1[CH:8]=[CH:7][C:5]([NH2:6])=[CH:4][CH:3]=1.Cl[C:10]1[CH2:11][C:12](C)(C)[CH2:13][C:14]2[C:15]=1SC[C@@H:18]([C:20]([O:22][CH2:23][CH3:24])=[O:21])[N:19]=2, predict the reaction product.